This data is from Catalyst prediction with 721,799 reactions and 888 catalyst types from USPTO. The task is: Predict which catalyst facilitates the given reaction. (1) Reactant: Cl.S1[CH2:8][CH2:7]CNCC1.CC[N:11]([CH:15]([CH3:17])C)[CH:12]([CH3:14])C.Cl[C:19]1[N:23]([CH3:24])[N:22]=[CH:21][C:20]=1[N+:25]([O-:27])=[O:26].[F-].[K+].CS(C)=[O:32]. Product: [CH3:24][N:23]1[C:19]([N:11]2[CH2:12][CH:14]3[O:32][CH:17]([CH2:7][CH2:8]3)[CH2:15]2)=[C:20]([N+:25]([O-:27])=[O:26])[CH:21]=[N:22]1. The catalyst class is: 6. (2) Reactant: [C:1]([N:8]1[CH2:13][CH2:12][NH:11][CH2:10][CH2:9]1)([O:3][C:4]([CH3:7])([CH3:6])[CH3:5])=[O:2].C(=O)([O-])[O-].[Cs+].[Cs+].Cl[C:21]1[N:26]=[CH:25][C:24]([CH2:27][CH3:28])=[CH:23][N:22]=1. Product: [CH2:27]([C:24]1[CH:23]=[N:22][C:21]([N:11]2[CH2:10][CH2:9][N:8]([C:1]([O:3][C:4]([CH3:7])([CH3:6])[CH3:5])=[O:2])[CH2:13][CH2:12]2)=[N:26][CH:25]=1)[CH3:28]. The catalyst class is: 9.